From a dataset of Reaction yield outcomes from USPTO patents with 853,638 reactions. Predict the reaction yield, written as a fraction of the theoretical maximum amount of product (1.0 means a 100% yield; for example, 0.34 means a 34% yield). The catalyst is C(Cl)(Cl)Cl.C(#N)C. The yield is 0.990. The reactants are C([NH:18][CH:19]([C:83]1[CH:88]=[CH:87][CH:86]=[CH:85][CH:84]=1)[C:20]1[CH:25]=[CH:24][C:23]([O:26][CH2:27][CH2:28][CH2:29][CH2:30][CH2:31][CH2:32][CH2:33][CH2:34][CH2:35][CH2:36][CH2:37][CH2:38][CH2:39][CH2:40][CH2:41][CH2:42][CH2:43][CH3:44])=[C:22]([O:45][CH2:46][CH2:47][CH2:48][CH2:49][CH2:50][CH2:51][CH2:52][CH2:53][CH2:54][CH2:55][CH2:56][CH2:57][CH2:58][CH2:59][CH2:60][CH2:61][CH2:62][CH3:63])[C:21]=1[O:64][CH2:65][CH2:66][CH2:67][CH2:68][CH2:69][CH2:70][CH2:71][CH2:72][CH2:73][CH2:74][CH2:75][CH2:76][CH2:77][CH2:78][CH2:79][CH2:80][CH2:81][CH3:82])(OCC1C2C(=CC=CC=2)C2C1=CC=CC=2)=O.C(NCC)C. The product is [C:83]1([CH:19]([NH2:18])[C:20]2[CH:25]=[CH:24][C:23]([O:26][CH2:27][CH2:28][CH2:29][CH2:30][CH2:31][CH2:32][CH2:33][CH2:34][CH2:35][CH2:36][CH2:37][CH2:38][CH2:39][CH2:40][CH2:41][CH2:42][CH2:43][CH3:44])=[C:22]([O:45][CH2:46][CH2:47][CH2:48][CH2:49][CH2:50][CH2:51][CH2:52][CH2:53][CH2:54][CH2:55][CH2:56][CH2:57][CH2:58][CH2:59][CH2:60][CH2:61][CH2:62][CH3:63])[C:21]=2[O:64][CH2:65][CH2:66][CH2:67][CH2:68][CH2:69][CH2:70][CH2:71][CH2:72][CH2:73][CH2:74][CH2:75][CH2:76][CH2:77][CH2:78][CH2:79][CH2:80][CH2:81][CH3:82])[CH:84]=[CH:85][CH:86]=[CH:87][CH:88]=1.